Dataset: Reaction yield outcomes from USPTO patents with 853,638 reactions. Task: Predict the reaction yield, written as a fraction of the theoretical maximum amount of product (1.0 means a 100% yield; for example, 0.34 means a 34% yield). The reactants are Cl[C:2]1[C:3](=[O:16])[NH:4][C:5]2[C:10]([N:11]=1)=[CH:9][C:8]([C:12]([O:14][CH3:15])=[O:13])=[CH:7][CH:6]=2.CC[N:19]([CH:23]([CH3:25])[CH3:24])[CH:20](C)C.Cl.CNC1CC1. The catalyst is CS(C)=O. The product is [CH:23]1([N:19]([CH3:20])[C:2]2[C:3](=[O:16])[NH:4][C:5]3[C:10]([N:11]=2)=[CH:9][C:8]([C:12]([O:14][CH3:15])=[O:13])=[CH:7][CH:6]=3)[CH2:24][CH2:25]1. The yield is 0.350.